From a dataset of Forward reaction prediction with 1.9M reactions from USPTO patents (1976-2016). Predict the product of the given reaction. (1) Given the reactants Br[C:2]1[CH:23]=[CH:22][C:5]([C:6]([NH:8][S:9]([C:12]2[CH:17]=[CH:16][CH:15]=[CH:14][C:13]=2[S:18](=[O:21])(=[O:20])[NH2:19])(=[O:11])=[O:10])=[O:7])=[CH:4][C:3]=1[F:24].[CH:25]1([C:30]#[CH:31])[CH2:29][CH2:28][CH2:27][CH2:26]1.C(NC(C)C)(C)C, predict the reaction product. The product is: [CH:25]1([C:30]#[C:31][C:2]2[CH:23]=[CH:22][C:5]([C:6]([NH:8][S:9]([C:12]3[CH:17]=[CH:16][CH:15]=[CH:14][C:13]=3[S:18](=[O:21])(=[O:20])[NH2:19])(=[O:11])=[O:10])=[O:7])=[CH:4][C:3]=2[F:24])[CH2:29][CH2:28][CH2:27][CH2:26]1. (2) Given the reactants Br[C:2]1[C:3]([F:23])=[CH:4][C:5]2[O:15][CH2:14][C:13]([OH:17])([CH3:16])[C:12]3[S:11][C:10]([C:18]([O:20][CH2:21][CH3:22])=[O:19])=[N:9][C:8]=3[C:6]=2[CH:7]=1.[C:24]([C@:26]1([OH:33])[CH2:30][CH2:29][N:28]([CH3:31])[C:27]1=[O:32])#[CH:25], predict the reaction product. The product is: [F:23][C:3]1[C:2]([C:25]#[C:24][C@:26]2([OH:33])[CH2:30][CH2:29][N:28]([CH3:31])[C:27]2=[O:32])=[CH:7][C:6]2[C:8]3[N:9]=[C:10]([C:18]([O:20][CH2:21][CH3:22])=[O:19])[S:11][C:12]=3[C:13]([OH:17])([CH3:16])[CH2:14][O:15][C:5]=2[CH:4]=1.